This data is from Reaction yield outcomes from USPTO patents with 853,638 reactions. The task is: Predict the reaction yield, written as a fraction of the theoretical maximum amount of product (1.0 means a 100% yield; for example, 0.34 means a 34% yield). (1) The reactants are [CH2:1]([C:5]1[N:6]([CH2:29][C:30]2[CH:35]=[CH:34][CH:33]=[CH:32][C:31]=2[Cl:36])[C:7]([CH2:10][C:11]([CH2:22][C:23]2[CH:28]=[CH:27][CH:26]=[CH:25][CH:24]=2)(C(OCC)=O)[C:12]([O:14]CC)=[O:13])=[CH:8][N:9]=1)[CH2:2][CH2:3][CH3:4].[OH-].[K+].O. The catalyst is C(O)C. The product is [CH2:1]([C:5]1[N:6]([CH2:29][C:30]2[CH:35]=[CH:34][CH:33]=[CH:32][C:31]=2[Cl:36])[C:7]([CH2:10][CH:11]([CH2:22][C:23]2[CH:28]=[CH:27][CH:26]=[CH:25][CH:24]=2)[C:12]([OH:14])=[O:13])=[CH:8][N:9]=1)[CH2:2][CH2:3][CH3:4]. The yield is 0.860. (2) The reactants are Cl.N[C:3]1[N:11]=[CH:10][N:9]=[C:8]2[C:4]=1[N:5]=[CH:6][N:7]2[C:12]1[CH:17]=[CH:16][C:15]([NH:18][C:19]([NH:21][C:22]2[CH:27]=[CH:26][C:25]([Cl:28])=[C:24]([C:29]([F:32])([F:31])[F:30])[CH:23]=2)=[O:20])=[CH:14][CH:13]=1.[C:33]([O:37][C:38]([NH:40][C@H:41]([C:46](O)=[O:47])[CH2:42][CH:43]([CH3:45])[CH3:44])=[O:39])([CH3:36])([CH3:35])[CH3:34].F[P-](F)(F)(F)(F)F.N1C2C=CC=C(O[P+](N3CCCC3)(N3CCCC3)N3CCCC3)C=2N=N1.CCN(C(C)C)C(C)C. The catalyst is O1CCCC1. The product is [C:33]([O:37][C:38](=[O:39])[NH:40][CH:41]([C:46]([C:3]1[N:11]=[CH:10][N:9]=[C:8]2[C:4]=1[N:5]=[CH:6][N:7]2[C:12]1[CH:17]=[CH:16][C:15]([NH:18][C:19]([NH:21][C:22]2[CH:27]=[CH:26][C:25]([Cl:28])=[C:24]([C:29]([F:32])([F:31])[F:30])[CH:23]=2)=[O:20])=[CH:14][CH:13]=1)=[O:47])[CH2:42][CH:43]([CH3:44])[CH3:45])([CH3:34])([CH3:36])[CH3:35]. The yield is 0.780. (3) The reactants are [C:1]([C:5]1[CH:6]=[C:7]([OH:15])[CH:8]=[C:9]([C:11]([CH3:14])([CH3:13])[CH3:12])[CH:10]=1)([CH3:4])([CH3:3])[CH3:2].C(N(CC)CC)C.[CH2:23]([S:25](Cl)(=[O:27])=[O:26])[CH3:24]. The catalyst is C1(C)C=CC=CC=1. The product is [CH2:23]([S:25]([O:15][C:7]1[CH:6]=[C:5]([C:1]([CH3:4])([CH3:3])[CH3:2])[CH:10]=[C:9]([C:11]([CH3:14])([CH3:13])[CH3:12])[CH:8]=1)(=[O:27])=[O:26])[CH3:24]. The yield is 0.910. (4) The reactants are [I:1][C:2]1[CH:3]=[C:4]([C:10]2[CH:14]=[CH:13][S:12][CH:11]=2)[CH:5]=[C:6]([O:8]C)[CH:7]=1.[I-].[Na+].C[Si](Cl)(C)C. The catalyst is C(#N)C.O. The product is [I:1][C:2]1[CH:7]=[C:6]([OH:8])[CH:5]=[C:4]([C:10]2[CH:14]=[CH:13][S:12][CH:11]=2)[CH:3]=1. The yield is 0.970.